From a dataset of Forward reaction prediction with 1.9M reactions from USPTO patents (1976-2016). Predict the product of the given reaction. (1) Given the reactants Cl[C:2]1[CH:7]=[CH:6][N:5]=[CH:4][C:3]=1[N+:8]([O-:10])=[O:9].[CH3:11][NH2:12].O, predict the reaction product. The product is: [CH3:11][NH:12][C:2]1[CH:7]=[CH:6][N:5]=[CH:4][C:3]=1[N+:8]([O-:10])=[O:9]. (2) Given the reactants [NH2:1][S:2]([C:5]1[CH:10]=[CH:9][C:8]([NH:11][C@@H:12]([CH2:17][S:18][C:19]2[CH:24]=[CH:23][CH:22]=[CH:21][CH:20]=2)[CH2:13][C:14](O)=[O:15])=[C:7]([N+:25]([O-:27])=[O:26])[CH:6]=1)(=[O:4])=[O:3].[CH3:28][NH:29][CH3:30].CCN=C=NCCCN(C)C, predict the reaction product. The product is: [NH2:1][S:2]([C:5]1[CH:10]=[CH:9][C:8]([NH:11][C@@H:12]([CH2:17][S:18][C:19]2[CH:24]=[CH:23][CH:22]=[CH:21][CH:20]=2)[CH2:13][C:14]([N:29]([CH3:30])[CH3:28])=[O:15])=[C:7]([N+:25]([O-:27])=[O:26])[CH:6]=1)(=[O:4])=[O:3].